Dataset: Forward reaction prediction with 1.9M reactions from USPTO patents (1976-2016). Task: Predict the product of the given reaction. (1) Given the reactants [Cl:1][C:2]1[CH:3]=[C:4]([CH2:22][C:23]([OH:25])=O)[CH:5]=[C:6]([Cl:21])[C:7]=1[O:8][C:9]1[CH:14]=[CH:13][C:12]([NH:15][C:16](=[O:20])[CH:17]([CH3:19])[CH3:18])=[CH:11][CH:10]=1.Cl.C(N=C=NCCCN(C)C)C.O.ON1C2C=CC=CC=2N=N1.Cl.[CH3:50][NH:51][CH2:52][C:53]([OH:55])=[O:54], predict the reaction product. The product is: [CH3:50][N:51]([C:23](=[O:25])[CH2:22][C:4]1[CH:5]=[C:6]([Cl:21])[C:7]([O:8][C:9]2[CH:14]=[CH:13][C:12]([NH:15][C:16](=[O:20])[CH:17]([CH3:18])[CH3:19])=[CH:11][CH:10]=2)=[C:2]([Cl:1])[CH:3]=1)[CH2:52][C:53]([OH:55])=[O:54]. (2) The product is: [Cl:16][CH2:17][C:18]([NH:12][C:11]1[CH:13]=[CH:14][CH:15]=[C:9]([O:8][CH3:7])[CH:10]=1)=[O:19]. Given the reactants N1C=CC=CC=1.[CH3:7][O:8][C:9]1[CH:10]=[C:11]([CH:13]=[CH:14][CH:15]=1)[NH2:12].[Cl:16][CH2:17][C:18](Cl)=[O:19], predict the reaction product. (3) The product is: [F:21][C:18]1[CH:19]=[CH:20][C:14]2[S:13][C:12]([CH2:8][CH2:9][C:10]#[C:11][C:2]3[CH:7]=[CH:6][CH:5]=[CH:4][N:3]=3)=[N:16][C:15]=2[CH:17]=1.[S:13]1[C:14]2[CH:20]=[CH:19][CH:18]=[CH:17][C:15]=2[N:16]=[CH:12]1. Given the reactants Br[C:2]1[CH:7]=[CH:6][CH:5]=[CH:4][N:3]=1.[CH2:8]([C:12]1[S:13][C:14]2[CH:20]=[CH:19][C:18]([F:21])=[CH:17][C:15]=2[N:16]=1)[CH2:9][C:10]#[CH:11], predict the reaction product. (4) Given the reactants [Li]CCCC.CCCCCC.Br[C:13]1[CH:14]=[CH:15][C:16]([O:19][CH2:20][CH:21]([CH3:23])[CH3:22])=[N:17][CH:18]=1.B(OC)(OC)[O:25]C, predict the reaction product. The product is: [CH2:20]([O:19][C:16]1[N:17]=[CH:18][C:13]([OH:25])=[CH:14][CH:15]=1)[CH:21]([CH3:23])[CH3:22]. (5) The product is: [F:8][C:6]1[CH:5]=[C:4]([CH:9]([C:28]2[CH:29]=[CH:30][C:25]([S:22]([CH3:21])(=[O:24])=[O:23])=[CH:26][CH:27]=2)[CH2:10][C:11]([C:13]2[CH:14]=[CH:15][C:16](=[O:20])[N:17]([CH3:19])[CH:18]=2)=[O:12])[CH:3]=[C:2]([F:1])[CH:7]=1. Given the reactants [F:1][C:2]1[CH:3]=[C:4](/[CH:9]=[CH:10]/[C:11]([C:13]2[CH:14]=[CH:15][C:16](=[O:20])[N:17]([CH3:19])[CH:18]=2)=[O:12])[CH:5]=[C:6]([F:8])[CH:7]=1.[CH3:21][S:22]([C:25]1[CH:30]=[CH:29][C:28](B(O)O)=[CH:27][CH:26]=1)(=[O:24])=[O:23].C(=O)([O-])O.[Na+], predict the reaction product. (6) Given the reactants Cl.[CH3:2][O:3][C:4](=[O:11])[C@@H:5]1[CH2:9][C@@H:8]([OH:10])[CH2:7][NH:6]1.[C:12]1([S:18](Cl)(=[O:20])=[O:19])[CH:17]=[CH:16][CH:15]=[CH:14][CH:13]=1, predict the reaction product. The product is: [C:12]1([S:18]([N:6]2[CH2:7][C@H:8]([OH:10])[CH2:9][C@H:5]2[C:4]([O:3][CH3:2])=[O:11])(=[O:20])=[O:19])[CH:17]=[CH:16][CH:15]=[CH:14][CH:13]=1.